From a dataset of Full USPTO retrosynthesis dataset with 1.9M reactions from patents (1976-2016). Predict the reactants needed to synthesize the given product. (1) Given the product [C:34]([CH:32]([CH:30]([C:29]([OH:38])=[O:37])[OH:31])[OH:33])([OH:36])=[O:35].[CH3:1][O:2][C:3]1[CH:8]=[CH:7][C:6]([C:9]2[CH:14]=[C:13]([CH2:15][CH:16]3[CH2:17][CH2:18][O:19][CH2:20][CH2:21]3)[N:12]=[C:11]([N:22]3[CH2:27][CH2:26][N:25]([CH3:28])[CH2:24][CH2:23]3)[CH:10]=2)=[CH:5][CH:4]=1, predict the reactants needed to synthesize it. The reactants are: [CH3:1][O:2][C:3]1[CH:8]=[CH:7][C:6]([C:9]2[CH:14]=[C:13]([CH2:15][CH:16]3[CH2:21][CH2:20][O:19][CH2:18][CH2:17]3)[N:12]=[C:11]([N:22]3[CH2:27][CH2:26][N:25]([CH3:28])[CH2:24][CH2:23]3)[CH:10]=2)=[CH:5][CH:4]=1.[C:29]([OH:38])(=[O:37])[CH:30]([CH:32]([C:34]([OH:36])=[O:35])[OH:33])[OH:31]. (2) Given the product [C:2]([O:5][C:6]([N:8]1[CH:17]([C:18](=[O:20])[N:43]([CH2:36][C:37]2[CH:42]=[CH:41][CH:40]=[CH:39][CH:38]=2)[CH2:44][CH2:45][N:46]([CH3:48])[CH3:47])[CH2:16][C:15]2[C:10](=[CH:11][CH:12]=[CH:13][CH:14]=2)[CH2:9]1)=[O:7])([CH3:4])([CH3:3])[CH3:1], predict the reactants needed to synthesize it. The reactants are: [CH3:1][C:2]([O:5][C:6]([N:8]1[C@H:17]([C:18]([OH:20])=O)[CH2:16][C:15]2[C:10](=[CH:11][CH:12]=[CH:13][CH:14]=2)[CH2:9]1)=[O:7])([CH3:4])[CH3:3].CN(C(F)=[N+](C)C)C.F[P-](F)(F)(F)(F)F.[CH2:36]([NH:43][CH2:44][CH2:45][N:46]([CH3:48])[CH3:47])[C:37]1[CH:42]=[CH:41][CH:40]=[CH:39][CH:38]=1. (3) Given the product [CH2:11]([O:18][C:19]([N:21]1[CH2:26][CH2:25][CH:24]([CH:27]=[O:28])[CH2:23][CH2:22]1)=[O:20])[C:12]1[CH:17]=[CH:16][CH:15]=[CH:14][CH:13]=1, predict the reactants needed to synthesize it. The reactants are: C(Cl)(=O)C(Cl)=O.CS(C)=O.[CH2:11]([O:18][C:19]([N:21]1[CH2:26][CH2:25][CH:24]([CH2:27][OH:28])[CH2:23][CH2:22]1)=[O:20])[C:12]1[CH:17]=[CH:16][CH:15]=[CH:14][CH:13]=1.C(N(CC)CC)C. (4) Given the product [Cl:44][C:41]1[CH:42]=[CH:43][C:38]([CH:8]([C:5]2[CH:4]=[CH:3][C:2]([Cl:1])=[CH:7][CH:6]=2)[N:9]2[CH2:12][C:11](=[C:13]([S:34]([CH3:37])(=[O:35])=[O:36])[C:14]3[CH:19]=[CH:18][CH:17]=[C:16]([C:20](=[O:21])[NH:45][N:46]4[CH2:51][CH2:50][CH2:49][CH2:48][CH2:47]4)[CH:15]=3)[CH2:10]2)=[CH:39][CH:40]=1, predict the reactants needed to synthesize it. The reactants are: [Cl:1][C:2]1[CH:7]=[CH:6][C:5]([CH:8]([C:38]2[CH:43]=[CH:42][C:41]([Cl:44])=[CH:40][CH:39]=2)[N:9]2[CH2:12][C:11](=[C:13]([S:34]([CH3:37])(=[O:36])=[O:35])[C:14]3[CH:19]=[CH:18][CH:17]=[C:16]([C:20](OC4C(F)=C(F)C(F)=C(F)C=4F)=[O:21])[CH:15]=3)[CH2:10]2)=[CH:4][CH:3]=1.[NH2:45][N:46]1[CH2:51][CH2:50][CH2:49][CH2:48][CH2:47]1. (5) The reactants are: Cl[C:2]1[CH:3]=[CH:4][C:5]2[C:6]3[N:23]=[C:22]([C:24]4[CH:29]=[CH:28][C:27]([O:30][CH3:31])=[C:26]([F:32])[CH:25]=4)[CH:21]=[C:20]([C:33]([O:35][CH3:36])=[O:34])[C:7]=3[N:8]([CH2:11][C:12]3[CH:17]=[CH:16][C:15]([O:18][CH3:19])=[CH:14][CH:13]=3)[C:9]=2[CH:10]=1.[CH3:37][N:38]1[CH2:44][CH2:43][CH2:42][NH:41][CH2:40][CH2:39]1.C1(C2C=CC=CC=2)C=CC=CC=1P(C(C)(C)C)C(C)(C)C. Given the product [F:32][C:26]1[CH:25]=[C:24]([C:22]2[CH:21]=[C:20]([C:33]([O:35][CH3:36])=[O:34])[C:7]3[N:8]([CH2:11][C:12]4[CH:13]=[CH:14][C:15]([O:18][CH3:19])=[CH:16][CH:17]=4)[C:9]4[CH:10]=[C:2]([N:41]5[CH2:42][CH2:43][CH2:44][N:38]([CH3:37])[CH2:39][CH2:40]5)[CH:3]=[CH:4][C:5]=4[C:6]=3[N:23]=2)[CH:29]=[CH:28][C:27]=1[O:30][CH3:31], predict the reactants needed to synthesize it.